Dataset: Catalyst prediction with 721,799 reactions and 888 catalyst types from USPTO. Task: Predict which catalyst facilitates the given reaction. (1) Reactant: C([C:4]1[CH:5]=[C:6]2[C:11](=[C:12]([F:14])[CH:13]=1)[NH:10][C:9](=[O:15])[CH2:8][CH2:7]2)(=O)C.ClC1C=CC=[C:19]([C:23]([O:25]O)=[O:24])C=1. Product: [C:23]([O:25][C:4]1[CH:5]=[C:6]2[C:11](=[C:12]([F:14])[CH:13]=1)[NH:10][C:9](=[O:15])[CH2:8][CH2:7]2)(=[O:24])[CH3:19]. The catalyst class is: 22. (2) Reactant: [N+:1]([O-:4])([O-])=[O:2].[K+].[CH2:6]([N:9]1[CH2:15][CH2:14][C:13]2[CH:16]=[CH:17][CH:18]=[CH:19][C:12]=2[CH2:11][CH2:10]1)[CH2:7][CH3:8].[OH-].[Na+]. Product: [N+:1]([C:17]1[CH:18]=[CH:19][C:12]2[CH2:11][CH2:10][N:9]([CH2:6][CH2:7][CH3:8])[CH2:15][CH2:14][C:13]=2[CH:16]=1)([O-:4])=[O:2]. The catalyst class is: 65.